From a dataset of Full USPTO retrosynthesis dataset with 1.9M reactions from patents (1976-2016). Predict the reactants needed to synthesize the given product. (1) Given the product [Cl:1][C:2]1[CH:7]=[CH:6][C:5]([CH:8]([C:27]2[CH:28]=[CH:29][C:30]([Cl:33])=[CH:31][CH:32]=2)[N:9]2[CH2:10][C:11](=[CH:13][S:14]([CH2:17][C:18]3[CH:19]=[C:20]([CH:24]=[CH:25][CH:26]=3)[C:21]([NH:37][CH2:36][CH:35]([CH3:34])[CH2:38][CH3:39])=[O:23])(=[O:16])=[O:15])[CH2:12]2)=[CH:4][CH:3]=1, predict the reactants needed to synthesize it. The reactants are: [Cl:1][C:2]1[CH:7]=[CH:6][C:5]([CH:8]([C:27]2[CH:32]=[CH:31][C:30]([Cl:33])=[CH:29][CH:28]=2)[N:9]2[CH2:12][C:11](=[CH:13][S:14]([CH2:17][C:18]3[CH:19]=[C:20]([CH:24]=[CH:25][CH:26]=3)[C:21]([OH:23])=O)(=[O:16])=[O:15])[CH2:10]2)=[CH:4][CH:3]=1.[CH3:34][CH:35]([CH2:38][CH3:39])[CH2:36][NH2:37]. (2) The reactants are: CO[C@H](C1C=CC=CC=1)C(O)=O.[CH3:13][C:14]([N:24]1[CH2:28][CH2:27][CH2:26][CH2:25]1)([CH3:23])[C@H:15]([NH2:22])[C:16]1[CH:21]=[CH:20][CH:19]=[CH:18][CH:17]=1.[OH-].[NH4+]. Given the product [CH3:23][C:14]([N:24]1[CH2:25][CH2:26][CH2:27][CH2:28]1)([CH3:13])[C@H:15]([NH2:22])[C:16]1[CH:21]=[CH:20][CH:19]=[CH:18][CH:17]=1, predict the reactants needed to synthesize it. (3) Given the product [Si:1]([O:8][C@H:9]1[CH2:13][N:12]([C:14]([O:16][C:17]([CH3:19])([CH3:18])[CH3:20])=[O:15])[C@H:11]([CH2:21][C:27]#[N:28])[CH2:10]1)([C:4]([CH3:6])([CH3:7])[CH3:5])([CH3:3])[CH3:2], predict the reactants needed to synthesize it. The reactants are: [Si:1]([O:8][C@H:9]1[CH2:13][N:12]([C:14]([O:16][C:17]([CH3:20])([CH3:19])[CH3:18])=[O:15])[C@H:11]([CH2:21]OS(C)(=O)=O)[CH2:10]1)([C:4]([CH3:7])([CH3:6])[CH3:5])([CH3:3])[CH3:2].[C-:27]#[N:28].[Na+].O. (4) The reactants are: [Cl:1][C:2]1[N:7]=[C:6](Cl)[C:5](I)=[CH:4][N:3]=1.[NH2:10][CH2:11][CH2:12][CH2:13][NH:14][C:15](=[O:23])[CH2:16][C:17]1[CH:22]=[CH:21][CH:20]=[CH:19][CH:18]=1.CC1(C)C(C)(C)OB([C:32]2[S:33][CH:34]=[CH:35][CH:36]=2)O1. Given the product [Cl:1][C:2]1[N:7]=[C:6]([NH:10][CH2:11][CH2:12][CH2:13][NH:14][C:15](=[O:23])[CH2:16][C:17]2[CH:22]=[CH:21][CH:20]=[CH:19][CH:18]=2)[C:5]([C:32]2[S:33][CH:34]=[CH:35][CH:36]=2)=[CH:4][N:3]=1, predict the reactants needed to synthesize it. (5) Given the product [CH3:1][O:2][C:3](=[O:40])[CH2:4][N:5]([S:29](=[O:38])(=[O:39])[NH2:30])[C:6]1[CH:11]=[CH:10][C:9]([S:12]([C:15]2[CH:16]=[CH:17][CH:18]=[CH:19][CH:20]=2)(=[O:14])=[O:13])=[CH:8][C:7]=1[O:21][CH2:22][C:23]1[CH:24]=[CH:25][CH:26]=[CH:27][CH:28]=1, predict the reactants needed to synthesize it. The reactants are: [CH3:1][O:2][C:3](=[O:40])[CH2:4][N:5]([S:29](=[O:39])(=[O:38])[NH:30]C(OC(C)(C)C)=O)[C:6]1[CH:11]=[CH:10][C:9]([S:12]([C:15]2[CH:20]=[CH:19][CH:18]=[CH:17][CH:16]=2)(=[O:14])=[O:13])=[CH:8][C:7]=1[O:21][CH2:22][C:23]1[CH:28]=[CH:27][CH:26]=[CH:25][CH:24]=1. (6) Given the product [CH3:28][CH:23]1[N:24]([CH3:27])[CH2:25][CH2:26][N:21]2[N:20]=[C:19]([NH:18][C:16]3[C:15](=[O:30])[N:14]([CH3:31])[CH:13]=[C:12]([C:11]4[CH:10]=[CH:9][N:8]=[C:7]([N:32]5[CH2:44][CH2:43][N:35]6[C:36]7[CH2:37][CH2:38][CH2:39][CH2:40][C:41]=7[CH:42]=[C:34]6[C:33]5=[O:45])[C:6]=4[CH2:5][OH:4])[CH:17]=3)[CH:29]=[C:22]12, predict the reactants needed to synthesize it. The reactants are: C([O:4][CH2:5][C:6]1[C:7]([N:32]2[CH2:44][CH2:43][N:35]3[C:36]4[CH2:37][CH2:38][CH2:39][CH2:40][C:41]=4[CH:42]=[C:34]3[C:33]2=[O:45])=[N:8][CH:9]=[CH:10][C:11]=1[C:12]1[CH:17]=[C:16]([NH:18][C:19]2[CH:29]=[C:22]3[CH:23]([CH3:28])[N:24]([CH3:27])[CH2:25][CH2:26][N:21]3[N:20]=2)[C:15](=[O:30])[N:14]([CH3:31])[CH:13]=1)(=O)C.[OH-].[Li+].C(O)(C)C.C1COCC1. (7) Given the product [F:20][C:19]([F:22])([F:21])[CH2:18][C@@H:17]([CH3:23])[CH2:16][OH:24], predict the reactants needed to synthesize it. The reactants are: [BH4-].[Li+].C([C@@H]1COC(=O)N1[C:16](=[O:24])[C@H:17]([CH3:23])[CH2:18][C:19]([F:22])([F:21])[F:20])C1C=CC=CC=1.O.